Dataset: Catalyst prediction with 721,799 reactions and 888 catalyst types from USPTO. Task: Predict which catalyst facilitates the given reaction. (1) Reactant: [NH2:1][C:2]1[N:7]=[CH:6][N:5]=[C:4]2[N:8]([C@@H:26]3[CH2:31][CH2:30][CH2:29][N:28](C(OC(C)(C)C)=O)[CH2:27]3)[N:9]=[C:10]([C:11]3[CH:16]=[CH:15][C:14]([O:17][C:18]4[CH:23]=[C:22]([F:24])[CH:21]=[C:20]([F:25])[CH:19]=4)=[CH:13][CH:12]=3)[C:3]=12.FC(F)(F)C(O)=O. Product: [F:25][C:20]1[CH:19]=[C:18]([CH:23]=[C:22]([F:24])[CH:21]=1)[O:17][C:14]1[CH:15]=[CH:16][C:11]([C:10]2[C:3]3[C:4](=[N:5][CH:6]=[N:7][C:2]=3[NH2:1])[N:8]([C@@H:26]3[CH2:31][CH2:30][CH2:29][NH:28][CH2:27]3)[N:9]=2)=[CH:12][CH:13]=1. The catalyst class is: 4. (2) The catalyst class is: 201. Product: [ClH:1].[OH:3][C:4]1[C:21]([OH:22])=[CH:20][C:7]2[C@H:8]3[C@H:17]([CH2:18][CH2:19][C:6]=2[CH:5]=1)[NH:16][CH2:15][C:14]1[CH:13]=[CH:12][CH:11]=[CH:10][C:9]3=1. Reactant: [ClH:1].C[O:3][C:4]1[C:21]([O:22]C)=[CH:20][C:7]2[C@H:8]3[C@H:17]([CH2:18][CH2:19][C:6]=2[CH:5]=1)[NH:16][CH2:15][C:14]1[CH:13]=[CH:12][CH:11]=[CH:10][C:9]3=1. (3) Reactant: [CH3:1][O:2][C:3](=[O:15])[CH2:4][CH:5]1[C:14]2[C:9](=[CH:10][CH:11]=[CH:12][CH:13]=2)[CH2:8][CH2:7][NH:6]1.[C:16](O[C:16]([O:18][C:19]([CH3:22])([CH3:21])[CH3:20])=[O:17])([O:18][C:19]([CH3:22])([CH3:21])[CH3:20])=[O:17]. Product: [C:19]([O:18][C:16]([N:6]1[CH2:7][CH2:8][C:9]2[C:14](=[CH:13][CH:12]=[CH:11][CH:10]=2)[CH:5]1[CH2:4][C:3]([O:2][CH3:1])=[O:15])=[O:17])([CH3:22])([CH3:21])[CH3:20]. The catalyst class is: 1. (4) Reactant: [CH:1]1([C:4]([O:6][CH2:7][CH2:8][C:9]2[CH:14]=[CH:13][C:12]([CH:15]3[CH2:20][CH2:19][N:18](C(OC(C)(C)C)=O)[CH2:17][CH:16]3[O:28][CH2:29][C:30]3[CH:39]=[CH:38][C:37]4[C:32](=[CH:33][CH:34]=[CH:35][CH:36]=4)[CH:31]=3)=[CH:11][CH:10]=2)=[O:5])[CH2:3][CH2:2]1.[F:40][C:41]([F:46])([F:45])[C:42]([OH:44])=[O:43]. Product: [F:40][C:41]([F:46])([F:45])[C:42]([OH:44])=[O:43].[CH:1]1([C:4]([O:6][CH2:7][CH2:8][C:9]2[CH:10]=[CH:11][C:12]([CH:15]3[CH2:20][CH2:19][NH:18][CH2:17][CH:16]3[O:28][CH2:29][C:30]3[CH:39]=[CH:38][C:37]4[C:32](=[CH:33][CH:34]=[CH:35][CH:36]=4)[CH:31]=3)=[CH:13][CH:14]=2)=[O:5])[CH2:3][CH2:2]1. The catalyst class is: 2.